From a dataset of NCI-60 drug combinations with 297,098 pairs across 59 cell lines. Regression. Given two drug SMILES strings and cell line genomic features, predict the synergy score measuring deviation from expected non-interaction effect. Drug 1: C1=NC2=C(N=C(N=C2N1C3C(C(C(O3)CO)O)O)F)N. Drug 2: C1=CN(C=N1)CC(O)(P(=O)(O)O)P(=O)(O)O. Cell line: T-47D. Synergy scores: CSS=3.36, Synergy_ZIP=-3.06, Synergy_Bliss=-4.38, Synergy_Loewe=-4.56, Synergy_HSA=-4.04.